Dataset: NCI-60 drug combinations with 297,098 pairs across 59 cell lines. Task: Regression. Given two drug SMILES strings and cell line genomic features, predict the synergy score measuring deviation from expected non-interaction effect. (1) Drug 1: CC1=C(C=C(C=C1)NC(=O)C2=CC=C(C=C2)CN3CCN(CC3)C)NC4=NC=CC(=N4)C5=CN=CC=C5. Drug 2: CC1=C(N=C(N=C1N)C(CC(=O)N)NCC(C(=O)N)N)C(=O)NC(C(C2=CN=CN2)OC3C(C(C(C(O3)CO)O)O)OC4C(C(C(C(O4)CO)O)OC(=O)N)O)C(=O)NC(C)C(C(C)C(=O)NC(C(C)O)C(=O)NCCC5=NC(=CS5)C6=NC(=CS6)C(=O)NCCC[S+](C)C)O. Cell line: NCI-H322M. Synergy scores: CSS=0.579, Synergy_ZIP=-1.12, Synergy_Bliss=-0.763, Synergy_Loewe=-1.97, Synergy_HSA=-1.56. (2) Drug 1: CC1C(C(CC(O1)OC2CC(OC(C2O)C)OC3=CC4=CC5=C(C(=O)C(C(C5)C(C(=O)C(C(C)O)O)OC)OC6CC(C(C(O6)C)O)OC7CC(C(C(O7)C)O)OC8CC(C(C(O8)C)O)(C)O)C(=C4C(=C3C)O)O)O)O. Drug 2: C1=NC2=C(N1)C(=S)N=CN2. Cell line: MOLT-4. Synergy scores: CSS=70.9, Synergy_ZIP=-2.13, Synergy_Bliss=-2.76, Synergy_Loewe=-6.96, Synergy_HSA=-1.88.